Dataset: Full USPTO retrosynthesis dataset with 1.9M reactions from patents (1976-2016). Task: Predict the reactants needed to synthesize the given product. (1) Given the product [Br:1][C:2]1[CH:3]=[CH:4][CH:5]=[C:6]2[C:11]=1[N:10]=[C:9]([NH:22][C:18]([CH3:21])([CH3:20])[CH3:19])[N:8]([CH:13]1[CH2:16][CH2:15][CH2:14]1)[C:7]2=[O:17], predict the reactants needed to synthesize it. The reactants are: [Br:1][C:2]1[CH:3]=[CH:4][CH:5]=[C:6]2[C:11]=1[N:10]=[C:9](Cl)[N:8]([CH:13]1[CH2:16][CH2:15][CH2:14]1)[C:7]2=[O:17].[C:18]([NH2:22])([CH3:21])([CH3:20])[CH3:19]. (2) Given the product [CH2:1]([C:3]1[C:12]([CH2:24][C:25]2[CH:26]=[CH:27][C:28]([C:31]3[CH:35]=[CH:34][N:33]([CH3:36])[N:32]=3)=[CH:29][CH:30]=2)=[CH:11][C:6]([C:7]([O:9][CH3:10])=[O:8])=[C:5]([OH:22])[CH:4]=1)[CH3:2], predict the reactants needed to synthesize it. The reactants are: [CH2:1]([C:3]1[C:12](B2OC(C)(C)C(C)(C)O2)=[CH:11][C:6]([C:7]([O:9][CH3:10])=[O:8])=[C:5]([OH:22])[CH:4]=1)[CH3:2].Br[CH2:24][C:25]1[CH:30]=[CH:29][C:28]([C:31]2[CH:35]=[CH:34][N:33]([CH3:36])[N:32]=2)=[CH:27][CH:26]=1.C(=O)([O-])[O-].[Na+].[Na+].COCCOC. (3) Given the product [NH2:10][C:9]1[CH:8]=[C:7]([C:13]([CH3:16])([CH3:14])[CH3:15])[NH:6][C:5]=1[C:3]([O:2][CH3:1])=[O:4], predict the reactants needed to synthesize it. The reactants are: [CH3:1][O:2][C:3]([C:5]1[NH:6][C:7]([C:13]([CH3:16])([CH3:15])[CH3:14])=[CH:8][C:9]=1[N+:10]([O-])=O)=[O:4]. (4) Given the product [C:4]([O:6][CH:7]([CH3:9])[CH3:8])(=[O:5])/[CH:3]=[CH:2]/[C:1]([O:11][CH:12]([CH3:14])[CH3:13])=[O:10].[C:15]([O:25][CH3:26])(=[O:24])[CH:16]=[CH:17][C:18]1[CH:19]=[CH:20][CH:21]=[CH:22][CH:23]=1, predict the reactants needed to synthesize it. The reactants are: [C:1]([O:11][CH:12]([CH3:14])[CH3:13])(=[O:10])/[CH:2]=[CH:3]/[C:4]([O:6][CH:7]([CH3:9])[CH3:8])=[O:5].[C:15]([O:25][CH3:26])(=[O:24])[CH:16]=[CH:17][C:18]1[CH:23]=[CH:22][CH:21]=[CH:20][CH:19]=1.C(OCCCCOC(=O)C(C)=C)(=O)C(C)=C.C(OOOC(C)(C)C)(=O)C(C)(C)C. (5) Given the product [CH2:2]([C:1]1[C:5]2[C:6](=[CH:7][CH:8]=[CH:9][CH:10]=2)[N:11]=[C:12]([OH:24])[C:13]=1[C:14]([O:16][CH2:17][C:18]1[CH:23]=[CH:22][CH:21]=[CH:20][CH:19]=1)=[O:15])[CH3:3], predict the reactants needed to synthesize it. The reactants are: [C:1]([C:5]1[CH:10]=[CH:9][CH:8]=[CH:7][C:6]=1[NH:11][C:12](=[O:24])[CH2:13][C:14]([O:16][CH2:17][C:18]1[CH:23]=[CH:22][CH:21]=[CH:20][CH:19]=1)=[O:15])(=O)[CH2:2][CH3:3].CC(C)([O-])C.[K+]. (6) Given the product [CH3:20][O:19][C:16]1[CH:15]=[CH:14][C:13]([CH2:12][N:11]2[C:7]3[CH:6]=[CH:5][NH:4][C:3](=[O:2])[C:8]=3[C:9]([C:21]3[CH:26]=[CH:25][C:24]([S:27]([NH2:30])(=[O:29])=[O:28])=[CH:23][CH:22]=3)=[N:10]2)=[CH:18][CH:17]=1, predict the reactants needed to synthesize it. The reactants are: C[O:2][C:3]1[C:8]2[C:9]([C:21]3[CH:26]=[CH:25][C:24]([S:27]([NH2:30])(=[O:29])=[O:28])=[CH:23][CH:22]=3)=[N:10][N:11]([CH2:12][C:13]3[CH:18]=[CH:17][C:16]([O:19][CH3:20])=[CH:15][CH:14]=3)[C:7]=2[CH:6]=[CH:5][N:4]=1.[I-].[Na+].Cl[Si](C)(C)C.C(=O)([O-])O.[Na+]. (7) Given the product [CH3:23][S:24]([OH:27])(=[O:26])=[O:25].[F:1][C:2]1[CH:22]=[CH:21][CH:20]=[CH:19][C:3]=1[CH2:4][O:5][C:6]1[CH:7]=[CH:8][C:9]([CH2:10][NH:11][C@H:12]([CH3:16])[C:13]([NH2:15])=[O:14])=[CH:17][CH:18]=1, predict the reactants needed to synthesize it. The reactants are: [F:1][C:2]1[CH:22]=[CH:21][CH:20]=[CH:19][C:3]=1[CH2:4][O:5][C:6]1[CH:18]=[CH:17][C:9]([CH2:10][NH:11][C@H:12]([CH3:16])[C:13]([NH2:15])=[O:14])=[CH:8][CH:7]=1.[CH3:23][S:24]([OH:27])(=[O:26])=[O:25]. (8) Given the product [CH3:1][O:2][C:3]1[CH:8]=[CH:7][N:6]([C:9]2[CH:14]=[CH:13][C:12]([F:15])=[CH:11][CH:10]=2)[C:5](=[O:16])[C:4]=1[C:17]([OH:19])=[O:18], predict the reactants needed to synthesize it. The reactants are: [CH3:1][O:2][C:3]1[CH:8]=[CH:7][N:6]([C:9]2[CH:14]=[CH:13][C:12]([F:15])=[CH:11][CH:10]=2)[C:5](=[O:16])[C:4]=1[C:17]([O:19]C)=[O:18].Cl. (9) Given the product [Cl:25][C:22]1[CH:23]=[CH:24][C:19]([NH:18][S:14]([C:11]2[CH:12]=[CH:13][C:8]([C:2]3([CH3:1])[CH2:7][CH2:6][O:5][CH2:4][CH2:3]3)=[CH:9][CH:10]=2)(=[O:16])=[O:15])=[C:20]([C:26]([C:28]2[CH:29]=[N:30][C:31]([CH3:34])=[CH:32][CH:33]=2)=[O:27])[CH:21]=1, predict the reactants needed to synthesize it. The reactants are: [CH3:1][C:2]1([C:8]2[CH:13]=[CH:12][C:11]([S:14](Cl)(=[O:16])=[O:15])=[CH:10][CH:9]=2)[CH2:7][CH2:6][O:5][CH2:4][CH2:3]1.[NH2:18][C:19]1[CH:24]=[CH:23][C:22]([Cl:25])=[CH:21][C:20]=1[C:26]([C:28]1[CH:29]=[N:30][C:31]([CH3:34])=[CH:32][CH:33]=1)=[O:27]. (10) Given the product [F:34][C:31]([F:32])([F:33])[CH:30]([O:29][C:27]([N:21]1[CH2:22][CH2:23][N:24]([CH2:1][C:3]2[CH:4]=[C:5]([N:13]3[CH2:17][CH2:16][CH2:15][C@H:14]3[C:18]([OH:20])=[O:19])[CH:6]=[C:7]([C:9]([F:12])([F:11])[F:10])[CH:8]=2)[CH2:25][CH2:26]1)=[O:28])[C:35]([F:38])([F:37])[F:36], predict the reactants needed to synthesize it. The reactants are: [CH:1]([C:3]1[CH:4]=[C:5]([N:13]2[CH2:17][CH2:16][CH2:15][CH:14]2[C:18]([OH:20])=[O:19])[CH:6]=[C:7]([C:9]([F:12])([F:11])[F:10])[CH:8]=1)=O.[N:21]1([C:27]([O:29][CH:30]([C:35]([F:38])([F:37])[F:36])[C:31]([F:34])([F:33])[F:32])=[O:28])[CH2:26][CH2:25][NH:24][CH2:23][CH2:22]1.C(N(CC)CC)C.C(O[BH-](OC(=O)C)OC(=O)C)(=O)C.[Na+].